From a dataset of Full USPTO retrosynthesis dataset with 1.9M reactions from patents (1976-2016). Predict the reactants needed to synthesize the given product. (1) Given the product [CH:14]([C:2]1[CH:9]=[CH:8][C:5]([C:6]#[N:7])=[CH:4][C:3]=1[CH3:10])=[O:15], predict the reactants needed to synthesize it. The reactants are: Br[C:2]1[CH:9]=[CH:8][C:5]([C:6]#[N:7])=[CH:4][C:3]=1[CH3:10].CN([CH:14]=[O:15])C. (2) Given the product [CH2:1]([O:3][C:4](=[O:11])[CH:5]([C:17]1[CH:18]=[CH:19][CH:20]=[C:15]([Br:14])[C:16]=1[CH2:22][CH3:23])[C:6]([O:8][CH2:9][CH3:10])=[O:7])[CH3:2], predict the reactants needed to synthesize it. The reactants are: [CH2:1]([O:3][C:4](=[O:11])[CH2:5][C:6]([O:8][CH2:9][CH3:10])=[O:7])[CH3:2].[H-].[Na+].[Br:14][C:15]1[CH:20]=[CH:19][CH:18]=[C:17](I)[C:16]=1[CH2:22][CH3:23]. (3) Given the product [CH2:9]([O:11][C:12]1[CH:17]=[CH:16][C:15]([S:18]([N:6]2[CH2:7][CH2:8][N:3]([CH2:1][CH3:2])[CH2:4][CH2:5]2)(=[O:20])=[O:19])=[CH:14][C:13]=1[C:22]1[NH:27][C:26](=[O:28])[N:25]2[C:29]([CH3:35])=[N:30][C:31]([CH2:32][CH2:33][CH3:34])=[C:24]2[N:23]=1)[CH3:10], predict the reactants needed to synthesize it. The reactants are: [CH2:1]([N:3]1[CH2:8][CH2:7][NH:6][CH2:5][CH2:4]1)[CH3:2].[CH2:9]([O:11][C:12]1[CH:17]=[CH:16][C:15]([S:18](Cl)(=[O:20])=[O:19])=[CH:14][C:13]=1[C:22]1[NH:27][C:26](=[O:28])[N:25]2[C:29]([CH3:35])=[N:30][C:31]([CH2:32][CH2:33][CH3:34])=[C:24]2[N:23]=1)[CH3:10]. (4) Given the product [Si:1]([O:19][CH2:14][CH:15]([OH:18])[CH:16]=[CH2:17])([C:4]([CH3:7])([CH3:6])[CH3:5])([CH3:3])[CH3:2], predict the reactants needed to synthesize it. The reactants are: [Si:1](Cl)([C:4]([CH3:7])([CH3:6])[CH3:5])([CH3:3])[CH3:2].N1C=CN=C1.[CH2:14]([OH:19])[CH:15]([OH:18])[CH:16]=[CH2:17]. (5) The reactants are: C([O:8][N:9]1[C:14]2[N:15]=[CH:16][N:17]=[C:18]([CH3:19])[C:13]=2[C:12]([NH:20][CH2:21][C:22]2[CH:31]=[CH:30][C:25]3[O:26][CH2:27][CH2:28][O:29][C:24]=3[CH:23]=2)=[CH:11][C:10]1=[O:32])C1C=CC=CC=1.CO.[H][H]. Given the product [O:26]1[C:25]2[CH:30]=[CH:31][C:22]([CH2:21][NH:20][C:12]3[C:13]4[C:18]([CH3:19])=[N:17][CH:16]=[N:15][C:14]=4[N:9]([OH:8])[C:10](=[O:32])[CH:11]=3)=[CH:23][C:24]=2[O:29][CH2:28][CH2:27]1, predict the reactants needed to synthesize it. (6) Given the product [N:1]1[C:10]2[C:5](=[CH:6][CH:7]=[C:8]([O:11][C:12]3[N:17]=[CH:16][N:15]=[C:14]([C:18]4[CH:23]=[CH:22][C:21]([C:24]([F:25])([F:27])[F:26])=[CH:20][C:19]=4[NH:28][S:39]([CH3:38])(=[O:41])=[O:40])[CH:13]=3)[CH:9]=2)[CH:4]=[CH:3][CH:2]=1, predict the reactants needed to synthesize it. The reactants are: [N:1]1[C:10]2[C:5](=[CH:6][CH:7]=[C:8]([O:11][C:12]3[N:17]=[CH:16][N:15]=[C:14]([C:18]4[CH:23]=[CH:22][C:21]([C:24]([F:27])([F:26])[F:25])=[CH:20][C:19]=4[NH2:28])[CH:13]=3)[CH:9]=2)[CH:4]=[CH:3][CH:2]=1.C(N(CC)C(C)C)(C)C.[CH3:38][S:39](Cl)(=[O:41])=[O:40].C([O-])(O)=O.[Na+].C([O-])([O-])=O.[K+].[K+]. (7) Given the product [Cl:26][C:10]1[CH:9]=[C:8]([C:6]2[CH:7]=[C:2]([Cl:1])[CH:3]=[CH:4][C:5]=2[O:16][CH3:17])[N:13]=[C:12]([CH3:14])[N:11]=1, predict the reactants needed to synthesize it. The reactants are: [Cl:1][C:2]1[CH:3]=[CH:4][C:5]([O:16][CH3:17])=[C:6]([C:8]2[N:13]=[C:12]([CH3:14])[NH:11][C:10](=O)[CH:9]=2)[CH:7]=1.CN(C)C=O.C(Cl)(=O)C([Cl:26])=O.